Dataset: Full USPTO retrosynthesis dataset with 1.9M reactions from patents (1976-2016). Task: Predict the reactants needed to synthesize the given product. The reactants are: [CH3:1][C:2]1[CH:10]=[C:9]([CH3:11])[C:8]([C:12]2[N:13]=[C:14]([CH:18]3[CH2:22][CH2:21][O:20][CH2:19]3)[NH:15][C:16]=2[CH3:17])=[CH:7][C:3]=1[C:4](O)=[O:5].Cl.[NH:24]1[CH2:27][CH:26]([C:28]2[CH:35]=[CH:34][C:31]([C:32]#[N:33])=[CH:30][CH:29]=2)[CH2:25]1.CCN=C=NCCCN(C)C.C1C=CC2N(O)N=NC=2C=1.CCN(C(C)C)C(C)C. Given the product [CH3:1][C:2]1[CH:10]=[C:9]([CH3:11])[C:8]([C:12]2[N:13]=[C:14]([CH:18]3[CH2:22][CH2:21][O:20][CH2:19]3)[NH:15][C:16]=2[CH3:17])=[CH:7][C:3]=1[C:4]([N:24]1[CH2:27][CH:26]([C:28]2[CH:35]=[CH:34][C:31]([C:32]#[N:33])=[CH:30][CH:29]=2)[CH2:25]1)=[O:5], predict the reactants needed to synthesize it.